Task: Predict which catalyst facilitates the given reaction.. Dataset: Catalyst prediction with 721,799 reactions and 888 catalyst types from USPTO (1) Reactant: [NH2:1][C:2]1[S:10][C:5]2[CH2:6][S:7][CH2:8][CH2:9][C:4]=2[C:3]=1[C:11]([O:13]CC)=[O:12]. Product: [NH2:1][C:2]1[S:10][C:5]2[CH2:6][S:7][CH2:8][CH2:9][C:4]=2[C:3]=1[C:11]([OH:13])=[O:12]. The catalyst class is: 13. (2) Reactant: [CH3:1][O:2][C:3]1[CH:4]=[C:5]([CH:32]=[CH:33][C:34]=1[O:35][CH3:36])[CH2:6][C:7]1[N:11]([C:12]2[CH:17]=[C:16]([CH:18]3[CH2:20][CH:19]3B3OC(C)(C)C(C)(C)O3)[N:15]=[C:14]([CH3:30])[N:13]=2)[N:10]=[C:9]([CH3:31])[N:8]=1.Br[C:38]1[CH:43]=[CH:42][C:41]([CH3:44])=[CH:40][N:39]=1.C(=O)([O-])[O-].[Cs+].[Cs+].C(P(C12CC3CC(CC(C3)C1)C2)C12CC3CC(CC(C3)C1)C2)CCC. Product: [CH3:1][O:2][C:3]1[CH:4]=[C:5]([CH:32]=[CH:33][C:34]=1[O:35][CH3:36])[CH2:6][C:7]1[N:11]([C:12]2[CH:17]=[C:16]([CH:18]3[CH2:20][CH:19]3[C:38]3[CH:43]=[CH:42][C:41]([CH3:44])=[CH:40][N:39]=3)[N:15]=[C:14]([CH3:30])[N:13]=2)[N:10]=[C:9]([CH3:31])[N:8]=1. The catalyst class is: 498. (3) Reactant: [CH2:1]([O:8][C:9]1[CH:14]=[CH:13][C:12]([C:15]2[N:16]([CH2:21][CH2:22][C:23]3[CH:28]=[CH:27][C:26]([OH:29])=[CH:25][CH:24]=3)[C:17]([CH3:20])=[CH:18][CH:19]=2)=[CH:11][CH:10]=1)[C:2]1[CH:7]=[CH:6][CH:5]=[CH:4][CH:3]=1.Br[CH2:31][CH2:32][CH2:33][CH2:34][CH2:35][CH2:36][CH2:37][CH2:38][CH2:39][CH2:40][CH2:41][CH3:42].C(=O)([O-])[O-].[K+].[K+].O. Product: [CH2:1]([O:8][C:9]1[CH:14]=[CH:13][C:12]([C:15]2[N:16]([CH2:21][CH2:22][C:23]3[CH:28]=[CH:27][C:26]([O:29][CH2:42][CH2:41][CH2:40][CH2:39][CH2:38][CH2:37][CH2:36][CH2:35][CH2:34][CH2:33][CH2:32][CH3:31])=[CH:25][CH:24]=3)[C:17]([CH3:20])=[CH:18][CH:19]=2)=[CH:11][CH:10]=1)[C:2]1[CH:3]=[CH:4][CH:5]=[CH:6][CH:7]=1. The catalyst class is: 3. (4) Product: [NH2:1][C:2]1[C:7]([NH2:8])=[C:6]([NH:11][CH:12]2[CH:17]3[O:18][CH:14]([CH2:15][CH2:16]3)[CH:13]2[C:19]([NH2:21])=[O:20])[C:5]([Cl:22])=[CH:4][N:3]=1. Reactant: [NH2:1][C:2]1[C:7]([N+:8]([O-])=O)=[C:6]([NH:11][C@@H:12]2[C@@H:17]3[O:18][C@@H:14]([CH2:15][CH2:16]3)[C@@H:13]2[C:19]([NH2:21])=[O:20])[C:5]([Cl:22])=[CH:4][N:3]=1. The catalyst class is: 181. (5) The catalyst class is: 8. Product: [Br:1][C:2]1[CH:3]=[C:4]([NH2:10])[C:5]([NH:6][CH3:7])=[CH:8][CH:9]=1. Reactant: [Br:1][C:2]1[CH:9]=[CH:8][C:5]([NH:6][CH3:7])=[C:4]([N+:10]([O-])=O)[CH:3]=1.O.O.Cl[Sn]Cl.[OH-].[K+]. (6) Reactant: [H-].[Na+].[C:3]([O:11][CH2:12][CH3:13])(=[O:10])[CH2:4][C:5]([O:7][CH2:8][CH3:9])=[O:6].Br[CH2:15][C:16]1[CH:21]=[CH:20][C:19]([C:22]2[C:23]([C:28]#[N:29])=[CH:24][CH:25]=[CH:26][CH:27]=2)=[CH:18][CH:17]=1. Product: [C:28]([C:23]1[CH:24]=[CH:25][CH:26]=[CH:27][C:22]=1[C:19]1[CH:18]=[CH:17][C:16]([CH2:15][CH:4]([C:5]([O:7][CH2:8][CH3:9])=[O:6])[C:3]([O:11][CH2:12][CH3:13])=[O:10])=[CH:21][CH:20]=1)#[N:29]. The catalyst class is: 7. (7) Reactant: [C:1]1([C@H:7]([NH2:11])[CH2:8][CH2:9][CH3:10])[CH:6]=[CH:5][CH:4]=[CH:3][CH:2]=1.[CH:12]1[N:17]=[C:16](Cl)[C:15]2[N:19]=[CH:20][N:21]([C@@H:22]3[O:26][C@H:25]([CH2:27][OH:28])[C@@H:24]([OH:29])[C@H:23]3[OH:30])[C:14]=2[N:13]=1. Product: [C:1]1([C@H:7]([NH:11][C:16]2[C:15]3[N:19]=[CH:20][N:21]([C:14]=3[N:13]=[CH:12][N:17]=2)[C@@H:22]2[O:26][C@H:25]([CH2:27][OH:28])[C@@H:24]([OH:29])[C@H:23]2[OH:30])[CH2:8][CH2:9][CH3:10])[CH:6]=[CH:5][CH:4]=[CH:3][CH:2]=1. The catalyst class is: 14.